Dataset: hERG Central: cardiac toxicity at 1µM, 10µM, and general inhibition. Task: Predict hERG channel inhibition at various concentrations. (1) The drug is Nc1ccccc1-[n+]1c(-c2ccccc2)cc(-c2ccccc2)cc1-c1ccccc1.[O-][Cl+3]([O-])([O-])[O-]. Results: hERG_inhib (hERG inhibition (general)): blocker. (2) The drug is CCCOc1ccc(C(O)(CCC)CCN2CCCCC2)cc1. Results: hERG_inhib (hERG inhibition (general)): blocker. (3) The compound is Cc1ccc(S(=O)(=O)Nc2cc(-c3nn(C)c(=O)c4ccccc34)ccc2N2CCOCC2)cc1. Results: hERG_inhib (hERG inhibition (general)): blocker. (4) The molecule is Cc1ccc(-n2ncc3c2CC(C)(C)CC3NC(=O)CCc2cnn(C)c2)cc1. Results: hERG_inhib (hERG inhibition (general)): blocker. (5) The compound is CC(=O)NC(Cc1ccc(F)c(F)c1)C(=O)NC1CCN(C(=O)c2ccc(Cl)cc2)CC1. Results: hERG_inhib (hERG inhibition (general)): blocker. (6) The compound is CCOC(=O)CNC(=O)CSc1nc2cccnc2n1Cc1ccccc1. Results: hERG_inhib (hERG inhibition (general)): blocker. (7) The compound is CN1CCC(O)(c2ccc(Cl)cc2)C(C(=O)c2ccc(Cl)cc2)C1. Results: hERG_inhib (hERG inhibition (general)): blocker. (8) The compound is Cc1cc2c(cc1C)N(Cc1ccc(Cl)cc1)C1=NCCCN12. Results: hERG_inhib (hERG inhibition (general)): blocker.